Dataset: Peptide-MHC class II binding affinity with 134,281 pairs from IEDB. Task: Regression. Given a peptide amino acid sequence and an MHC pseudo amino acid sequence, predict their binding affinity value. This is MHC class II binding data. The peptide sequence is YDHSKWGPTMSPALF. The MHC is DRB1_0101 with pseudo-sequence DRB1_0101. The binding affinity (normalized) is 0.379.